Dataset: Reaction yield outcomes from USPTO patents with 853,638 reactions. Task: Predict the reaction yield, written as a fraction of the theoretical maximum amount of product (1.0 means a 100% yield; for example, 0.34 means a 34% yield). (1) The reactants are [Si:1]([O:8][CH2:9][C:10](=[CH2:13])[CH2:11][OH:12])([C:4]([CH3:7])([CH3:6])[CH3:5])([CH3:3])[CH3:2]. The catalyst is C(Cl)Cl.[O-2].[O-2].[Mn+4].O=[Mn]=O. The product is [Si:1]([O:8][CH2:9][C:10](=[CH2:13])[CH:11]=[O:12])([C:4]([CH3:7])([CH3:6])[CH3:5])([CH3:2])[CH3:3]. The yield is 0.596. (2) The reactants are [F:1][C:2]([F:37])([F:36])[C:3]1[CH:4]=[C:5]([C:13]2([C:32]([F:35])([F:34])[F:33])[CH2:17][CH2:16][N:15]([C:18]3[CH:19]=[C:20]4[C:24](=[CH:25][CH:26]=3)[CH:23]([NH:27][C:28](=[O:31])[CH2:29][CH3:30])[CH2:22][CH2:21]4)[CH2:14]2)[CH:6]=[C:7]([C:9]([F:12])([F:11])[F:10])[CH:8]=1.C([O:40]C(=O)C)C.C(=O)([O-])O.[Na+]. The catalyst is O.C(#N)C.FC(F)(F)C(O)=O.N1C=CC=CC=1C([O-])=O.[Ag+2].N1C=CC=CC=1C([O-])=O. The product is [F:37][C:2]([F:36])([F:1])[C:3]1[CH:4]=[C:5]([C:13]2([C:32]([F:35])([F:34])[F:33])[CH2:17][CH2:16][N:15]([C:18]3[CH:19]=[C:20]4[C:24](=[CH:25][CH:26]=3)[CH:23]([NH:27][C:28](=[O:31])[CH2:29][CH3:30])[CH2:22][CH2:21]4)[CH:14]2[OH:40])[CH:6]=[C:7]([C:9]([F:10])([F:12])[F:11])[CH:8]=1. The yield is 0.0580. (3) The product is [C:18]1([CH:24]([C:48]2[CH:53]=[CH:52][CH:51]=[CH:50][CH:49]=2)[N:25]2[C:33]3[C:28](=[CH:29][C:30]([CH3:1])=[CH:31][CH:32]=3)[C:27]3([C:46]4[C:37](=[CH:38][C:39]5[O:44][CH2:43][CH2:42][O:41][C:40]=5[CH:45]=4)[O:36][CH2:35]3)[C:26]2=[O:47])[CH:23]=[CH:22][CH:21]=[CH:20][CH:19]=1. The yield is 0.860. The reactants are [CH2:1](N(CC)CC)C.CN(C)C=O.C[Sn](C)(C)C.[C:18]1([CH:24]([C:48]2[CH:53]=[CH:52][CH:51]=[CH:50][CH:49]=2)[N:25]2[C:33]3[C:28](=[CH:29][C:30](Br)=[CH:31][CH:32]=3)[C:27]3([C:46]4[C:37](=[CH:38][C:39]5[O:44][CH2:43][CH2:42][O:41][C:40]=5[CH:45]=4)[O:36][CH2:35]3)[C:26]2=[O:47])[CH:23]=[CH:22][CH:21]=[CH:20][CH:19]=1. The catalyst is C([O-])(=O)C.[Pd+2].C([O-])(=O)C.C1(C)C=CC=CC=1P(C1C=CC=CC=1C)C1C=CC=CC=1C.O. (4) The reactants are [Cl:1][C:2]1[CH:7]=[CH:6][CH:5]=[CH:4][C:3]=1[C:8]1[NH:9][C:10](=[O:23])[C:11]2[O:16][C:15]3[CH:17]=[CH:18][C:19]([O:21]C)=[CH:20][C:14]=3[C:12]=2[N:13]=1.O. The catalyst is ClC(Cl)C. The yield is 0.900. The product is [Cl:1][C:2]1[CH:7]=[CH:6][CH:5]=[CH:4][C:3]=1[C:8]1[NH:9][C:10](=[O:23])[C:11]2[O:16][C:15]3[CH:17]=[CH:18][C:19]([OH:21])=[CH:20][C:14]=3[C:12]=2[N:13]=1. (5) The reactants are [I:1][C:2]1[C:10]2[C:5](=[N:6][CH:7]=[CH:8][CH:9]=2)[NH:4][CH:3]=1.[H-].[Na+].[Si:13](Cl)([C:16]([CH3:19])([CH3:18])[CH3:17])([CH3:15])[CH3:14].O. The catalyst is O1CCCC1. The product is [C:16]([Si:13]([CH3:15])([CH3:14])[N:4]1[C:5]2=[N:6][CH:7]=[CH:8][CH:9]=[C:10]2[C:2]([I:1])=[CH:3]1)([CH3:19])([CH3:18])[CH3:17]. The yield is 0.150. (6) The reactants are [CH:1]1([N:4]2[CH2:9][CH2:8][N:7]([C:10]3([CH2:23][NH:24]C(=O)C(F)(F)F)[CH2:15][CH2:14][N:13]([C:16]([O:18][C:19]([CH3:22])([CH3:21])[CH3:20])=[O:17])[CH2:12][CH2:11]3)[CH2:6][CH2:5]2)[CH2:3][CH2:2]1.[OH-].[Na+]. The catalyst is CO. The product is [NH2:24][CH2:23][C:10]1([N:7]2[CH2:8][CH2:9][N:4]([CH:1]3[CH2:3][CH2:2]3)[CH2:5][CH2:6]2)[CH2:11][CH2:12][N:13]([C:16]([O:18][C:19]([CH3:21])([CH3:22])[CH3:20])=[O:17])[CH2:14][CH2:15]1. The yield is 0.900.